Dataset: Reaction yield outcomes from USPTO patents with 853,638 reactions. Task: Predict the reaction yield, written as a fraction of the theoretical maximum amount of product (1.0 means a 100% yield; for example, 0.34 means a 34% yield). (1) The reactants are [C:1]1([C:7]#[C:8]/[CH:9]=[CH:10]/[CH2:11]O)[CH:6]=[CH:5][CH:4]=[CH:3][CH:2]=1.C(N(CC)CC)C.CS([Cl:24])(=O)=O. The catalyst is ClCCl. The product is [Cl:24][CH2:11]/[CH:10]=[CH:9]/[C:8]#[C:7][C:1]1[CH:6]=[CH:5][CH:4]=[CH:3][CH:2]=1. The yield is 0.820. (2) The product is [C:1]([C:5]1[CH:10]=[C:9]([C:11]([C:14]2[CH:19]=[CH:18][CH:17]=[CH:16][CH:15]=2)([CH3:13])[CH3:12])[C:8]([OH:20])=[C:7]([CH:6]=1)[CH2:21][Br:27])([CH3:4])([CH3:3])[CH3:2]. The yield is 0.980. The reactants are [C:1]([C:5]1[CH:10]=[C:9]([C:11]([C:14]2[CH:19]=[CH:18][CH:17]=[CH:16][CH:15]=2)([CH3:13])[CH3:12])[C:8]([OH:20])=[C:7]([CH2:21]O)[CH:6]=1)([CH3:4])([CH3:3])[CH3:2].ClCCl.P(Br)(Br)[Br:27]. The catalyst is O. (3) The reactants are [F:1][C:2]([F:19])([F:18])[O:3][C:4]1[CH:5]=[C:6]([C:10]2[CH:15]=[CH:14][C:13]([CH:16]=[O:17])=[CH:12][CH:11]=2)[CH:7]=[CH:8][CH:9]=1.CC(C)=[O:22]. No catalyst specified. The product is [F:1][C:2]([F:18])([F:19])[O:3][C:4]1[CH:5]=[C:6]([C:10]2[CH:15]=[CH:14][C:13]([C:16]([OH:22])=[O:17])=[CH:12][CH:11]=2)[CH:7]=[CH:8][CH:9]=1. The yield is 0.820. (4) The reactants are [Cl:1][C:2]1[CH:30]=[CH:29][C:5]([CH2:6][C:7]2[C:8]([C:27]#[N:28])=[C:9]([C:17]3[CH:22]=[CH:21][N:20]=[C:19]([NH:23]C(=O)C)[CH:18]=3)[S:10][C:11]=2[C:12]2[NH:16][CH:15]=[N:14][N:13]=2)=[CH:4][CH:3]=1.[OH-].[Na+]. The catalyst is O1CCCC1. The product is [NH2:23][C:19]1[CH:18]=[C:17]([C:9]2[S:10][C:11]([C:12]3[NH:16][CH:15]=[N:14][N:13]=3)=[C:7]([CH2:6][C:5]3[CH:4]=[CH:3][C:2]([Cl:1])=[CH:30][CH:29]=3)[C:8]=2[C:27]#[N:28])[CH:22]=[CH:21][N:20]=1. The yield is 0.300. (5) The reactants are [CH3:1][C:2]1[CH:7]=[C:6]([N+:8]([O-:10])=[O:9])[CH:5]=[CH:4][C:3]=1[N:11]=[C:12]=[S:13].[CH2:14]([NH2:18])[CH:15]([CH3:17])[CH3:16].CCCCCC.[CH3:25][CH2:26][O:27]C(C)=O.CN1CCOCC1. The catalyst is CN(C=O)C. The product is [CH3:1][C:2]1[CH:7]=[C:6]([N+:8]([O-:10])=[O:9])[CH:5]=[CH:4][C:3]=1[N:11]=[C:12]1[N:18]([CH2:14][CH:15]([CH3:17])[CH3:16])[C:26](=[O:27])[CH2:25][S:13]1. The yield is 0.850. (6) The reactants are N1N[N:3]=[N:4][C:5]=1[C:6]1[N:11]=[C:10]([C:12]2[CH:17]=[CH:16][CH:15]=[CH:14][N:13]=2)[CH:9]=[CH:8][CH:7]=1.[C:18](Cl)(=[O:28])[C:19]1[CH:27]=[CH:26][CH:25]=[C:21]([C:22](Cl)=[O:23])[CH:20]=1.O. The catalyst is N1C=CC=CC=1. The product is [N:11]1[C:6]([C:5]2[O:28][C:18]([C:19]3[CH:27]=[CH:26][CH:25]=[C:21]([C:22]4[O:23][C:5]([C:6]5[N:11]=[C:10]([C:12]6[CH:17]=[CH:16][CH:15]=[CH:14][N:13]=6)[CH:9]=[CH:8][CH:7]=5)=[N:4][N:3]=4)[CH:20]=3)=[N:3][N:4]=2)=[CH:7][CH:8]=[CH:9][C:10]=1[C:12]1[CH:17]=[CH:16][CH:15]=[CH:14][N:13]=1. The yield is 0.810.